This data is from Drug-target binding data from BindingDB using Ki measurements. The task is: Regression. Given a target protein amino acid sequence and a drug SMILES string, predict the binding affinity score between them. We predict pKi (pKi = -log10(Ki in M); higher means stronger inhibition). Dataset: bindingdb_ki. (1) The small molecule is C1=C(c2cncnc2)C2CC[C@H](CC1)N2. The target protein (P12392) has sequence MRGTPLLLVSLFSLLQDGDCRLANAEEKLMDDLLNKTRYNNLIRPATSSSQLISIRLELSLSQLISVNEREQIMTTSIWLKQEWTDYRLAWNSSCYEGVNILRIPAKRVWLPDIVLYNNADGTYEVSVYTNVIVRSNGSIQWLPPAIYKSACKIEVKHFPFDQQNCTLKFRSWTYDHTEIDMVLKSPTAIMDDFTPSGEWDIVALPGRRTVNPQDPSYVDVTYDFIIKRKPLFYTINLIIPCVLITSLAILVFYLPSDCGEKMTLCISVLLALTFFLLLISKIVPPTSLDIPLIGKYLLFTMVLVTFSIVTTVCVLNVHHRSPSTHTMASWVKECFLHKLPTFLFMKRPGLEVSLVRVPHPSQLHLATADTAATSALGPTSPSNLYGSSMYFVNPVPAAPKSAVSSHTAGLPRDARLRSSGRFREDLQEALEGVSFIAQHLESDDRDQSVIEDWKFVAMVVDRLFLWVFVFVCILGTMGLFLPPLFQIHAPSKDS. The pKi is 7.7. (2) The compound is Cc1cc(-c2nncc3c(C(C)(C)C)c(OCc4ncnn4C)nn23)no1. The target protein (P31644) has sequence MDNGMFSGFIMIKNLLLFCISMNLSSHFGFSQMPTSSVKDETNDNITIFTRILDGLLDGYDNRLRPGLGERITQVRTDIYVTSFGPVSDTEMEYTIDVFFRQSWKDERLRFKGPMQRLPLNNLLASKIWTPDTFFHNGKKSIAHNMTTPNKLLRLEDDGTLLYTMRLTISAECPMQLEDFPMDAHACPLKFGSYAYPNSEVVYVWTNGSTKSVVVAEDGSRLNQYHLMGQTVGTENISTSTGEYTIMTAHFHLKRKIGYFVIQTYLPCIMTVILSQVSFWLNRESVPARTVFGVTTVLTMTTLSISARNSLPKVAYATAMDWFIAVCYAFVFSALIEFATVNYFTKRGWAWDGKKALEAAKIKKKREVILNKSTNAFTTGKMSHPPNIPKEQTPAGTSNTTSVSVKPSEEKTSESKKTYNSISKIDKMSRIVFPVLFGTFNLVYWATYLNREPVIKGAASPK. The pKi is 8.8. (3) The drug is O=C1CCCC(=O)C1C(=O)COc1ccccc1Cl. The target protein (P93836) has sequence MGHQNAAVSENQNHDDGAASSPGFKLVGFSKFVRKNPKSDKFKVKRFHHIEFWCGDATNVARRFSWGLGMRFSAKSDLSTGNMVHASYLLTSGDLRFLFTAPYSPSLSAGEIKPTTTASIPSFDHGSCRSFFSSHGLGVRAVAIEVEDAESAFSISVANGAIPSSPPIVLNEAVTIAEVKLYGDVVLRYVSYKAEDTEKSEFLPGFERVEDASSFPLDYGIRRLDHAVGNVPELGPALTYVAGFTGFHQFAEFTADDVGTAESGLNSAVLASNDEMVLLPINEPVHGTKRKSQIQTYLEHNEGAGLQHLALMSEDIFRTLREMRKRSSIGGFDFMPSPPPTYYQNLKKRVGDVLSDDQIKECEELGILVDRDDQGTLLQIFTKPLGDRPTIFIEIIQRVGCMMKDEEGKAYQSGGCGGFGKGNFSELFKSIEEYEKTLEAKQLVG. The pKi is 7.5. (4) The pKi is 8.4. The drug is Cc1cc(CS(=O)(=O)c2ccccc2)cc(OCc2ccc(CN3CCC[C@@H]3CO)cc2)c1. The target protein (Q8CI15) has sequence MEPVECPRGLLPRPCRVLVLLNPQGGKGKALQLFQSRVQPFLEEAEITFKLILTERKNHARELVCAEELGHWDALAVMSGDGLMHEVVNGLMERPDWETAIQKPLCSLPGGSGNALAASVNHYAGYEQVTNEDLLINCTLLLCRRRLSPMNLLSLHTASGLRLYSVLSLSWGFVADVDLESEKYRRLGEIRFTVGTFFRLASLRIYQGQLAYLPVGTVASKRPASTLVQKGPVDTHLVPLEEPVPSHWTVVPEQDFVLVLVLLHTHLSSELFAAPMGRCEAGVMHLFYVRAGVSRAALLRLFLAMQKGKHMELDCPYLVHVPVVAFRLEPRSQRGVFSVDGELMVCEAVQGQVHPNYLWMVCGSRDAPSGRDSRRGPPPEEP. (5) The compound is C[N+]1(C)CCC(OC(=O)C(c2ccccc2)c2ccccc2)CC1. The target protein (P06199) has sequence MNNSTNSSNSGLALTSPYKTFEVVFIVLVAGSLSLVTIIGNILVMVSIKVNRHLQTVNNYFLFSLACADLIIGVFSMNLYTLYTVIGYWPLGPVVCDLWLALDYVVSNASVMNLLIISFDRYFCVTKPLTYPVKRTTKMAGMMIAAAWVLSFILWAPAILFWQFIVGVRTVEDGECYIQFFSNAAVTFGTAIAAFYLPVIIMTVLYWHISRASKSRIKKDKKEPVANQEPVSPSLVQGRIVKPNNNNMPGSDEALEHNKIQNGKAPRDAVTENCVQGEEKESSNDSTSVSAVASNMRDDEITQDENTVSTSLGHSKDENSKQTCIKIVTKTQKSDSCTPANTTVELVGSSGQNGDEKQNIVARKIVKMTKQPAKKKPPPSREKKVTRTILAILLAFIITWAPYNVMVLINTFCAPCIPNTVWTIGYWLCYINSTINPACYALCNATFKKTFKHLLMCHYKNIGATR. The pKi is 8.0. (6) The compound is OCC1OC(n2cnc3c(NC4CCCC4)nc(Cl)nc32)C(O)C1O. The target protein (P49892) has sequence MAQSVTAFQAAYISIEVLIALVSVPGNILVIWAVKMNQALRDATFCFIVSLAVADVAVGALVIPLAIIINIGPQTEFYSCLMMACPVLILTESSILALLAIAVDRYLRVKIPVRYKSVVTPRRAAVAIACCWIVSFLVGLTPMFGWNNLNKVLGTRDLNVSHSEFVIKCQFETVISMEYMVYFNFFVWVLPPLLLMLLIYLEVFNLIRTQLNKKVSSSSNDPQKYYGKELKIAKSLALVLFLFALSWLPLHILNCITLFCPSCKTPHILTYIAIFLTHGNSAMNPIVYAFRIKKFRTAFLQIWNQYFCCKTNKSSSSSTAETVN. The pKi is 8.4. (7) The compound is COC(=O)[C@H]1[C@@H](c2ccc(I)cc2)C[C@@H]2CC[C@H]1N2C. The target is MLLARMKPQVQPELGGADQ. The pKi is 6.1.